Dataset: Full USPTO retrosynthesis dataset with 1.9M reactions from patents (1976-2016). Task: Predict the reactants needed to synthesize the given product. Given the product [C:28]([O:27][C:25]([N:14]1[C:15]2[C:20](=[CH:19][C:18]([F:21])=[CH:17][CH:16]=2)[C:12]([C:10](=[O:11])[CH:9]([C:3]2[CH:4]=[CH:5][C:6]([Cl:8])=[CH:7][C:2]=2[Cl:1])[CH3:22])=[CH:13]1)=[O:26])([CH3:31])([CH3:30])[CH3:29], predict the reactants needed to synthesize it. The reactants are: [Cl:1][C:2]1[CH:7]=[C:6]([Cl:8])[CH:5]=[CH:4][C:3]=1[CH:9]([CH3:22])[C:10]([C:12]1[C:20]2[C:15](=[CH:16][CH:17]=[C:18]([F:21])[CH:19]=2)[NH:14][CH:13]=1)=[O:11].[H-].[Na+].[C:25](O[C:25]([O:27][C:28]([CH3:31])([CH3:30])[CH3:29])=[O:26])([O:27][C:28]([CH3:31])([CH3:30])[CH3:29])=[O:26].